Dataset: Full USPTO retrosynthesis dataset with 1.9M reactions from patents (1976-2016). Task: Predict the reactants needed to synthesize the given product. (1) Given the product [O:31]=[C:28]1[C:24]2([CH2:27][CH2:26][CH2:25]2)[N:23]([C:20]2[CH:21]=[CH:22][C:17]([CH3:16])=[CH:18][CH:19]=2)[C:2](=[S:3])[N:1]1[C:4]1[CH:11]=[CH:10][C:7]([C:8]#[N:9])=[C:6]([C:12]([F:13])([F:15])[F:14])[CH:5]=1, predict the reactants needed to synthesize it. The reactants are: [N:1]([C:4]1[CH:11]=[CH:10][C:7]([C:8]#[N:9])=[C:6]([C:12]([F:15])([F:14])[F:13])[CH:5]=1)=[C:2]=[S:3].[CH3:16][C:17]1[CH:22]=[CH:21][C:20]([NH:23][C:24]2([C:28]#N)[CH2:27][CH2:26][CH2:25]2)=[CH:19][CH:18]=1.C[OH:31].Cl. (2) The reactants are: [Cl:1][C:2]1[N:3]=[C:4]([CH2:18][O:19]C)[NH:5][C:6]=1[C:7]1[CH:8]=[C:9]([CH:14]=[CH:15][C:16]=1[CH3:17])[C:10]([O:12]C)=[O:11]. Given the product [Cl:1][C:2]1[N:3]=[C:4]([CH2:18][OH:19])[NH:5][C:6]=1[C:7]1[CH:8]=[C:9]([CH:14]=[CH:15][C:16]=1[CH3:17])[C:10]([OH:12])=[O:11], predict the reactants needed to synthesize it. (3) Given the product [NH:48]1[C:49]2[C:10](=[CH:9][C:8]([CH2:7][NH:14][CH:42]([CH:44]3[CH2:45][CH2:46]3)[CH3:43])=[CH:13][CH:12]=2)[CH:11]=[CH:50]1, predict the reactants needed to synthesize it. The reactants are: C([O-])([O-])=O.[K+].[K+].[CH2:7]([N:14]([CH:42]([CH:44]1[CH2:46][CH2:45]1)[CH3:43])C(=O)CN1C(=O)[C@]2(C3C(=CC(NC(C4C=NOC=4C)=O)=CC=3)CC2)NC1=O)[C:8]1[CH:13]=[CH:12][CH:11]=[CH:10][CH:9]=1.C[N:48]([CH:50]=O)[CH3:49]. (4) Given the product [F:9][C:10]1[CH:17]=[CH:16][C:13]([CH2:14][NH:15][CH2:21][CH:20]([O:23][CH3:24])[O:19][CH3:18])=[CH:12][CH:11]=1, predict the reactants needed to synthesize it. The reactants are: FC1C=CC(N)=CC=1.[F:9][C:10]1[CH:17]=[CH:16][C:13]([CH2:14][NH2:15])=[CH:12][CH:11]=1.[CH3:18][O:19][CH:20]([O:23][CH3:24])[CH:21]=O.C(O[BH-](OC(=O)C)OC(=O)C)(=O)C.[Na+]. (5) Given the product [O:2]1[C:6]2[CH:7]=[CH:8][CH:9]=[CH:10][C:5]=2[C:4]([CH:11]2[CH2:12][CH2:13][NH:14][CH2:15][CH2:16]2)=[CH:3]1, predict the reactants needed to synthesize it. The reactants are: Cl.[O:2]1[C:6]2[CH:7]=[CH:8][CH:9]=[CH:10][C:5]=2[C:4]([C:11]2[CH2:12][CH2:13][NH:14][CH2:15][CH:16]=2)=[CH:3]1.C([O-])=O.[NH4+].